From a dataset of Peptide-MHC class I binding affinity with 185,985 pairs from IEDB/IMGT. Regression. Given a peptide amino acid sequence and an MHC pseudo amino acid sequence, predict their binding affinity value. This is MHC class I binding data. (1) The peptide sequence is VLLFLAFVV. The MHC is HLA-A68:02 with pseudo-sequence HLA-A68:02. The binding affinity (normalized) is 0.308. (2) The peptide sequence is EKPKFLPDL. The MHC is HLA-A02:01 with pseudo-sequence HLA-A02:01. The binding affinity (normalized) is 0.0847.